Task: Predict the reaction yield, written as a fraction of the theoretical maximum amount of product (1.0 means a 100% yield; for example, 0.34 means a 34% yield).. Dataset: Reaction yield outcomes from USPTO patents with 853,638 reactions (1) The reactants are C(OC([NH:8][CH:9]([C:20]1[CH:25]=[CH:24][C:23]([C:26]2[CH:31]=[CH:30][CH:29]=[CH:28][CH:27]=2)=[CH:22][CH:21]=1)[C:10]([NH:12][CH2:13][C:14]1[CH:19]=[CH:18][CH:17]=[CH:16][CH:15]=1)=[O:11])=O)(C)(C)C.[ClH:32]. The catalyst is O1CCOCC1. The product is [ClH:32].[NH2:8][CH:9]([C:20]1[CH:21]=[CH:22][C:23]([C:26]2[CH:31]=[CH:30][CH:29]=[CH:28][CH:27]=2)=[CH:24][CH:25]=1)[C:10]([NH:12][CH2:13][C:14]1[CH:19]=[CH:18][CH:17]=[CH:16][CH:15]=1)=[O:11]. The yield is 0.940. (2) The reactants are [NH:1]1[CH2:5][CH2:4][NH:3][C:2]1=[O:6].Br[CH2:8][C:9]([O:11][C:12]([CH3:15])([CH3:14])[CH3:13])=[O:10]. The catalyst is CN(C=O)C. The product is [O:6]=[C:2]1[NH:3][CH2:4][CH2:5][N:1]1[CH2:8][C:9]([O:11][C:12]([CH3:15])([CH3:14])[CH3:13])=[O:10]. The yield is 0.260. (3) The reactants are [CH2:1]([N:8](C)[CH2:9][CH2:10][NH:11][C:12](=[O:18])[O:13][C:14]([CH3:17])([CH3:16])[CH3:15])C1C=CC=CC=1. The catalyst is [Pd].CO. The product is [CH3:1][NH:8][CH2:9][CH2:10][NH:11][C:12](=[O:18])[O:13][C:14]([CH3:16])([CH3:15])[CH3:17]. The yield is 0.683. (4) The reactants are [N:1]1[CH:6]=[CH:5][C:4]([CH:7]=O)=[CH:3][N:2]=1.[CH3:9][O:10][C:11]([CH:13]=P(C1C=CC=CC=1)(C1C=CC=CC=1)C1C=CC=CC=1)=[O:12].O. The catalyst is ClCCl. The product is [CH3:9][O:10][C:11](=[O:12])[CH:13]=[CH:7][C:4]1[CH:5]=[CH:6][N:1]=[N:2][CH:3]=1. The yield is 0.890. (5) The catalyst is C(Cl)Cl. The product is [CH3:27][S:28]([O:12][CH2:11][C:9]1[CH:8]=[CH:7][C:5]2[N:6]=[C:2]([Br:1])[S:3][C:4]=2[CH:10]=1)(=[O:30])=[O:29]. The yield is 1.00. The reactants are [Br:1][C:2]1[S:3][C:4]2[CH:10]=[C:9]([CH2:11][OH:12])[CH:8]=[CH:7][C:5]=2[N:6]=1.CCN(C(C)C)C(C)C.C(O)CO.O.[CH3:27][S:28](Cl)(=[O:30])=[O:29]. (6) The reactants are [Br:1][C:2]1[CH:7]=[CH:6][C:5]([NH:8][C:9]2[C:23]([CH:24]3O[CH:27]=[N:26][CH:25]3S(C3C=CC(C)=CC=3)(=O)=O)=[CH:22][C:12]3[N:13](CCS(C)(=O)=O)[CH:14]=[N:15][C:11]=3[C:10]=2[F:39])=[C:4]([Cl:40])[CH:3]=1.[NH3:41]. The catalyst is CO. The product is [Br:1][C:2]1[CH:7]=[CH:6][C:5]([NH:8][C:9]2[C:23]([C:24]3[NH:41][CH:27]=[N:26][CH:25]=3)=[CH:22][C:12]3[NH:13][CH:14]=[N:15][C:11]=3[C:10]=2[F:39])=[C:4]([Cl:40])[CH:3]=1. The yield is 0.0700. (7) The reactants are [CH3:1][O:2][C:3]1[CH:4]=[C:5]2[C:10](=[CH:11][C:12]=1[O:13][CH3:14])[N:9]=[CH:8][CH:7]=[C:6]2[O:15][C:16]1[C:22]([CH3:23])=[CH:21][C:19]([NH2:20])=[C:18]([CH3:24])[CH:17]=1.Cl[C:26](Cl)([O:28][C:29](=[O:35])OC(Cl)(Cl)Cl)Cl.[CH3:37][C:38]1[CH:43]=[CH:42][CH:41]=[CH:40][C:39]=1CO.C(=O)(O)[O-].[Na+]. The catalyst is C(Cl)Cl.C(N(CC)CC)C.C1(C)C=CC=CC=1. The product is [CH3:1][O:2][C:3]1[CH:4]=[C:5]2[C:10](=[CH:11][C:12]=1[O:13][CH3:14])[N:9]=[CH:8][CH:7]=[C:6]2[O:15][C:16]1[C:22]([CH3:23])=[CH:21][C:19]([NH:20][C:29](=[O:35])[O:28][CH2:26][C:39]2[CH:40]=[CH:41][CH:42]=[CH:43][C:38]=2[CH3:37])=[C:18]([CH3:24])[CH:17]=1. The yield is 0.770. (8) The reactants are Cl.[Cl:2][C:3]1[CH:8]=[CH:7][CH:6]=[CH:5][C:4]=1[C:9]1[CH:14]=[CH:13][CH:12]=[CH:11][C:10]=1[CH2:15][C:16]([NH2:18])=[NH:17].C[O:20][C:21](=O)/[C:22](/[O:32][CH2:33][C:34]1[CH:39]=[CH:38][CH:37]=[CH:36][CH:35]=1)=[C:23](\O)/[C:24]([O:26][C:27]([CH3:30])([CH3:29])[CH3:28])=[O:25].C(OC(C1C(OCC2C=CC=CC=2)=C(O)N=C(CC2C=CC=CC=2C2C=CC=CC=2)N=1)=O)(C)(C)C. No catalyst specified. The product is [C:27]([O:26][C:24]([C:23]1[C:22]([O:32][CH2:33][C:34]2[CH:39]=[CH:38][CH:37]=[CH:36][CH:35]=2)=[C:21]([OH:20])[N:18]=[C:16]([CH2:15][C:10]2[CH:11]=[CH:12][CH:13]=[CH:14][C:9]=2[C:4]2[CH:5]=[CH:6][CH:7]=[CH:8][C:3]=2[Cl:2])[N:17]=1)=[O:25])([CH3:30])([CH3:28])[CH3:29]. The yield is 0.558.